This data is from Experimentally validated miRNA-target interactions with 360,000+ pairs, plus equal number of negative samples. The task is: Binary Classification. Given a miRNA mature sequence and a target amino acid sequence, predict their likelihood of interaction. (1) The miRNA is bta-miR-130b with sequence CAGUGCAAUGAUGAAAGGGCAU. The protein sequence of the target gene is MKAPAVLAPGILVLLFTFVQKSNGECKEALVKSRMNVNMQYQLPNFTAETSIQNVVLHKHHIYLGAINYIYVLNDKDLQKVAEYKTGPVLEHPDCFPCQDCSHKANLSGGVWKDNINMALLVDTYYDDQLISCGSVHRGTCQRHVLPPNNTADIESEVHCMYSPQADEETNQCPDCVVSALGTKVLLSEKDRFINFFVGNTINSSYLPDYILHSISVRRLKETQDGFKFLTDQSYIDVLPELRDSYPIKYVHAFESNHFIYFLTVQRETLDAQTFHTRIIRFCSADSGLHSYMEMPLECI.... Result: 1 (interaction). (2) The miRNA is hsa-miR-6766-3p with sequence UGAUUGUCUUCCCCCACCCUCA. The protein sequence of the target gene is MSTGDSFETRFEKIDNLLRDPKSEVNSDCLLDGLDALVYDLDFPALRKNKNIDNFLSRYKDTINKIRDLRMKAEDYEVVKVIGRGAFGEVQLVRHKSTRKVYAMKLLSKFEMIKRSDSAFFWEERDIMAFANSPWVVQLFYAFQDDRYLYMVMEYMPGGDLVNLMSNYDVPEKWARFYTAEVVLALDAIHSMGFIHRDVKPDNMLLDKSGHLKLADFGTCMKMNKEGMVRCDTAVGTPDYISPEVLKSQGGDGYYGRECDWWSVGVFLYEMLVGDTPFYADSLVGTYSKIMNHKNSLTFP.... Result: 0 (no interaction).